Dataset: Reaction yield outcomes from USPTO patents with 853,638 reactions. Task: Predict the reaction yield, written as a fraction of the theoretical maximum amount of product (1.0 means a 100% yield; for example, 0.34 means a 34% yield). (1) The reactants are [ClH:1].C[O:3][C:4]1[CH:5]=[CH:6][C:7]2[CH:8]3[CH2:16][CH:12]([CH2:13][C:14]=2[CH:15]=1)[CH2:11][NH:10][CH2:9]3.Br.[NH4+].[OH-]. No catalyst specified. The product is [ClH:1].[CH:8]12[CH2:16][CH:12]([CH2:11][NH:10][CH2:9]1)[CH2:13][C:14]1[CH:15]=[C:4]([OH:3])[CH:5]=[CH:6][C:7]2=1. The yield is 0.400. (2) The reactants are [O:1]1[C:5]2[CH:6]=[CH:7][C:8]([C:10]3([C:13]([OH:15])=O)[CH2:12][CH2:11]3)=[CH:9][C:4]=2[O:3][CH2:2]1.CN(C(ON1N=NC2C=CC=CC1=2)=[N+](C)C)C.F[P-](F)(F)(F)(F)F.CCN(CC)CC.[NH2:47][C:48]1[CH:49]=[C:50]2[C:54](=[CH:55][CH:56]=1)[NH:53][C:52]([C:57]([CH3:61])([CH3:60])[CH2:58][OH:59])=[CH:51]2. The catalyst is C(#N)C. The product is [O:1]1[C:5]2[CH:6]=[CH:7][C:8]([C:10]3([C:13]([NH:47][C:48]4[CH:49]=[C:50]5[C:54](=[CH:55][CH:56]=4)[NH:53][C:52]([C:57]([CH3:61])([CH3:60])[CH2:58][OH:59])=[CH:51]5)=[O:15])[CH2:11][CH2:12]3)=[CH:9][C:4]=2[O:3][CH2:2]1. The yield is 0.750. (3) The reactants are [F:1][C:2]1[CH:10]=[CH:9][C:8]([CH2:11][C:12]2[C:21]3[C:16](=[CH:17][CH:18]=[CH:19][CH:20]=3)[C:15](=[O:22])[NH:14][N:13]=2)=[CH:7][C:3]=1[C:4]([OH:6])=O.[OH:23][CH:24]1[CH2:29][CH2:28][NH:27][CH2:26][CH2:25]1.C(N(CC)CC)C.F[P-](F)(F)(F)(F)F.N1(OC(N(C)C)=[N+](C)C)C2C=CC=CC=2N=N1. The catalyst is CN(C)C(=O)C.O. The product is [F:1][C:2]1[CH:10]=[CH:9][C:8]([CH2:11][C:12]2[C:21]3[C:16](=[CH:17][CH:18]=[CH:19][CH:20]=3)[C:15](=[O:22])[NH:14][N:13]=2)=[CH:7][C:3]=1[C:4]([N:27]1[CH2:28][CH2:29][CH:24]([OH:23])[CH2:25][CH2:26]1)=[O:6]. The yield is 0.970.